Dataset: NCI-60 drug combinations with 297,098 pairs across 59 cell lines. Task: Regression. Given two drug SMILES strings and cell line genomic features, predict the synergy score measuring deviation from expected non-interaction effect. (1) Drug 1: CC(CN1CC(=O)NC(=O)C1)N2CC(=O)NC(=O)C2. Drug 2: C1C(C(OC1N2C=C(C(=O)NC2=O)F)CO)O. Cell line: SK-MEL-2. Synergy scores: CSS=35.9, Synergy_ZIP=2.06, Synergy_Bliss=2.24, Synergy_Loewe=2.25, Synergy_HSA=2.91. (2) Drug 1: CC1=CC2C(CCC3(C2CCC3(C(=O)C)OC(=O)C)C)C4(C1=CC(=O)CC4)C. Drug 2: CC1C(C(=O)NC(C(=O)N2CCCC2C(=O)N(CC(=O)N(C(C(=O)O1)C(C)C)C)C)C(C)C)NC(=O)C3=C4C(=C(C=C3)C)OC5=C(C(=O)C(=C(C5=N4)C(=O)NC6C(OC(=O)C(N(C(=O)CN(C(=O)C7CCCN7C(=O)C(NC6=O)C(C)C)C)C)C(C)C)C)N)C. Cell line: IGROV1. Synergy scores: CSS=25.6, Synergy_ZIP=6.11, Synergy_Bliss=11.6, Synergy_Loewe=9.41, Synergy_HSA=10.00. (3) Synergy scores: CSS=-2.87, Synergy_ZIP=9.89, Synergy_Bliss=4.22, Synergy_Loewe=-1.42, Synergy_HSA=-1.05. Cell line: BT-549. Drug 1: CC1=CC2C(CCC3(C2CCC3(C(=O)C)OC(=O)C)C)C4(C1=CC(=O)CC4)C. Drug 2: CC1=C(C=C(C=C1)NC(=O)C2=CC=C(C=C2)CN3CCN(CC3)C)NC4=NC=CC(=N4)C5=CN=CC=C5. (4) Drug 1: CC1C(C(=O)NC(C(=O)N2CCCC2C(=O)N(CC(=O)N(C(C(=O)O1)C(C)C)C)C)C(C)C)NC(=O)C3=C4C(=C(C=C3)C)OC5=C(C(=O)C(=C(C5=N4)C(=O)NC6C(OC(=O)C(N(C(=O)CN(C(=O)C7CCCN7C(=O)C(NC6=O)C(C)C)C)C)C(C)C)C)N)C. Drug 2: CC1CCC2CC(C(=CC=CC=CC(CC(C(=O)C(C(C(=CC(C(=O)CC(OC(=O)C3CCCCN3C(=O)C(=O)C1(O2)O)C(C)CC4CCC(C(C4)OC)O)C)C)O)OC)C)C)C)OC. Cell line: M14. Synergy scores: CSS=16.2, Synergy_ZIP=2.88, Synergy_Bliss=0.774, Synergy_Loewe=-4.75, Synergy_HSA=1.14. (5) Cell line: MDA-MB-435. Drug 2: C(CC(=O)O)C(=O)CN.Cl. Synergy scores: CSS=28.4, Synergy_ZIP=-7.46, Synergy_Bliss=-4.87, Synergy_Loewe=-45.7, Synergy_HSA=-5.74. Drug 1: CCC1(CC2CC(C3=C(CCN(C2)C1)C4=CC=CC=C4N3)(C5=C(C=C6C(=C5)C78CCN9C7C(C=CC9)(C(C(C8N6C)(C(=O)OC)O)OC(=O)C)CC)OC)C(=O)OC)O.OS(=O)(=O)O.